From a dataset of Forward reaction prediction with 1.9M reactions from USPTO patents (1976-2016). Predict the product of the given reaction. (1) Given the reactants [F:1][C:2]1[C:11](/[CH:12]=[CH:13]/[C:14]2[CH:15]=[N:16][C:17]([NH:20][C:21]3[CH:26]=[CH:25][C:24]([N:27]4[CH:32]=[CH:31][CH:30]=[CH:29][C:28]4=[O:33])=[CH:23][CH:22]=3)=[N:18][CH:19]=2)=[CH:10][C:5]([C:6]([O:8][CH3:9])=[O:7])=[CH:4][C:3]=1[O:34][CH3:35], predict the reaction product. The product is: [F:1][C:2]1[C:11]([CH2:12][CH2:13][C:14]2[CH:15]=[N:16][C:17]([NH:20][C:21]3[CH:22]=[CH:23][C:24]([N:27]4[CH2:32][CH2:31][CH2:30][CH2:29][C:28]4=[O:33])=[CH:25][CH:26]=3)=[N:18][CH:19]=2)=[CH:10][C:5]([C:6]([O:8][CH3:9])=[O:7])=[CH:4][C:3]=1[O:34][CH3:35]. (2) Given the reactants F[C:2]1[CH:7]=[C:6]([CH3:8])[C:5]([O:9][CH3:10])=[CH:4][C:3]=1[N+:11]([O-:13])=[O:12].[NH2:14][CH:15]1[CH2:20][CH2:19][N:18]([C:21]([O:23][C:24]([CH3:27])([CH3:26])[CH3:25])=[O:22])[CH2:17][CH2:16]1.C(N(C(C)C)CC)(C)C, predict the reaction product. The product is: [CH3:8][C:6]1[C:5]([O:9][CH3:10])=[CH:4][C:3]([N+:11]([O-:13])=[O:12])=[C:2]([NH:14][CH:15]2[CH2:16][CH2:17][N:18]([C:21]([O:23][C:24]([CH3:27])([CH3:26])[CH3:25])=[O:22])[CH2:19][CH2:20]2)[CH:7]=1. (3) Given the reactants Cl.[CH3:2][N:3]([CH3:22])[CH2:4][C:5]1[CH2:11][CH2:10][S:9][C:8]2[CH:12]=[CH:13][CH:14]=[CH:15][C:7]=2[C:6]=1[C:16]1[CH:17]=[N:18][CH:19]=[CH:20][CH:21]=1.OO.C(OCC)(=[O:27])C.[OH-].[Na+], predict the reaction product. The product is: [CH3:2][N:3]([CH3:22])[CH2:4][C:5]1[CH2:11][CH2:10][S:9](=[O:27])[C:8]2[CH:12]=[CH:13][CH:14]=[CH:15][C:7]=2[C:6]=1[C:16]1[CH:17]=[N:18][CH:19]=[CH:20][CH:21]=1. (4) Given the reactants [CH3:1][CH:2]([C:5]1[C:9]([CH2:10][CH2:11][C:12](OCC)=[O:13])=[CH:8][N:7]([C:17]2[CH:22]=[CH:21][C:20]([C:23]([F:26])([F:25])[F:24])=[CH:19][N:18]=2)[N:6]=1)[CH2:3][CH3:4].[H-].C([Al+]CC(C)C)C(C)C.Cl, predict the reaction product. The product is: [CH3:1][CH:2]([C:5]1[C:9]([CH2:10][CH2:11][CH2:12][OH:13])=[CH:8][N:7]([C:17]2[CH:22]=[CH:21][C:20]([C:23]([F:26])([F:24])[F:25])=[CH:19][N:18]=2)[N:6]=1)[CH2:3][CH3:4]. (5) Given the reactants [N:1]([CH2:4][C@@H:5]1[O:9][C:8](=[O:10])[N:7]([C:11]2[CH:16]=[CH:15][C:14]([C:17]3[O:18][CH:19]=[C:20]([CH2:22][N:23]4[CH:27]=[N:26][CH:25]=[N:24]4)[N:21]=3)=[C:13]([F:28])[CH:12]=2)[CH2:6]1)=[N+]=[N-].O.[C:30](OC(=O)C)(=[O:32])[CH3:31], predict the reaction product. The product is: [F:28][C:13]1[CH:12]=[C:11]([N:7]2[CH2:6][C@H:5]([CH2:4][NH:1][C:30](=[O:32])[CH3:31])[O:9][C:8]2=[O:10])[CH:16]=[CH:15][C:14]=1[C:17]1[O:18][CH:19]=[C:20]([CH2:22][N:23]2[CH:27]=[N:26][CH:25]=[N:24]2)[N:21]=1.